From a dataset of Full USPTO retrosynthesis dataset with 1.9M reactions from patents (1976-2016). Predict the reactants needed to synthesize the given product. (1) Given the product [CH3:32][N:33]([CH3:38])[CH2:34][CH2:35][CH2:36][N:20]1[C:19](=[O:24])/[C:18](=[CH:17]/[C:13]2[CH:12]=[C:11]3[C:16](=[CH:15][CH:14]=2)[N:8]([CH2:7][C:6]2[CH:25]=[CH:26][C:3]([C:1]#[N:2])=[CH:4][C:5]=2[C:27]([F:29])([F:30])[F:28])[CH:9]=[CH:10]3)/[S:22][C:21]1=[O:23], predict the reactants needed to synthesize it. The reactants are: [C:1]([C:3]1[CH:26]=[CH:25][C:6]([CH2:7][N:8]2[C:16]3[C:11](=[CH:12][C:13](/[CH:17]=[C:18]4/[C:19](=[O:24])[NH:20][C:21](=[O:23])[S:22]/4)=[CH:14][CH:15]=3)[CH:10]=[CH:9]2)=[C:5]([C:27]([F:30])([F:29])[F:28])[CH:4]=1)#[N:2].Cl.[CH3:32][N:33]([CH3:38])[CH2:34][CH2:35][CH2:36]Cl. (2) Given the product [C:1]([CH2:3][NH:4][C:5]([C@@H:7]1[CH2:12][CH2:11][CH2:10][CH2:9][C@H:8]1[CH2:13][S:14]([C:17]1[CH:22]=[CH:21][C:20]([S:30][CH2:31][C:32]([O:34][CH2:35][CH3:36])=[O:33])=[CH:19][CH:18]=1)(=[O:16])=[O:15])=[O:6])#[N:2], predict the reactants needed to synthesize it. The reactants are: [C:1]([CH2:3][NH:4][C:5]([C@@H:7]1[CH2:12][CH2:11][CH2:10][CH2:9][C@H:8]1[CH2:13][S:14]([C:17]1[CH:22]=[CH:21][C:20](F)=[CH:19][CH:18]=1)(=[O:16])=[O:15])=[O:6])#[N:2].C(=O)([O-])[O-].[K+].[K+].[SH:30][CH2:31][C:32]([O:34][CH2:35][CH3:36])=[O:33]. (3) Given the product [F:1][CH2:2][C:3]1([C:13]([OH:15])=[O:14])[CH2:4][CH2:5][CH:6]([C:9]([O:11][CH3:12])=[O:10])[CH2:7][CH2:8]1, predict the reactants needed to synthesize it. The reactants are: [F:1][CH2:2][C:3]1([C:13]([O:15]CC2C=CC=CC=2)=[O:14])[CH2:8][CH2:7][C:6]([C:9]([O:11][CH3:12])=[O:10])=[CH:5][CH2:4]1.[H][H]. (4) Given the product [Br:18][C:19]1[CH:27]=[CH:26][CH:25]=[C:24]2[C:20]=1[C:21]1([C:40]3[C:31](=[CH:32][C:33]4[O:38][CH2:37][CH2:36][O:35][C:34]=4[CH:39]=3)[O:30][CH2:29]1)[C:22](=[O:28])[N:23]2[CH2:3][C:4]1[CH:9]=[CH:8][CH:7]=[CH:6][N:5]=1, predict the reactants needed to synthesize it. The reactants are: Br.Br[CH2:3][C:4]1[CH:9]=[CH:8][CH:7]=[CH:6][N:5]=1.BrCC1CCCCO1.[Br:18][C:19]1[CH:27]=[CH:26][CH:25]=[C:24]2[C:20]=1[C:21]1([C:40]3[C:31](=[CH:32][C:33]4[O:38][CH2:37][CH2:36][O:35][C:34]=4[CH:39]=3)[O:30][CH2:29]1)[C:22](=[O:28])[NH:23]2. (5) The reactants are: [CH3:1][O:2][CH2:3][CH2:4][O:5][C:6]1[CH:11]=[C:10]([C:12]([O:14]C)=[O:13])[CH:9]=[CH:8][N:7]=1.[OH-].[Na+]. Given the product [CH3:1][O:2][CH2:3][CH2:4][O:5][C:6]1[CH:11]=[C:10]([C:12]([OH:14])=[O:13])[CH:9]=[CH:8][N:7]=1, predict the reactants needed to synthesize it. (6) Given the product [Cl-:13].[OH:8][CH2:7][CH2:6][N+:5]([CH2:14][CH2:15][CH2:16][CH3:17])([CH2:9][CH2:10][CH2:11][CH3:12])[CH2:1][CH2:2][CH2:3][CH3:4], predict the reactants needed to synthesize it. The reactants are: [CH2:1]([N:5]([CH2:9][CH2:10][CH2:11][CH3:12])[CH2:6][CH2:7][OH:8])[CH2:2][CH2:3][CH3:4].[Cl:13][CH2:14][CH2:15][CH2:16][CH3:17]. (7) Given the product [F:17][C:14]([F:15])([F:16])[O:13][CH2:12][CH:9]1[O:10][C:11]2[CH:2]=[CH:3][C:4]([C:19]([O:21][CH3:22])=[O:20])=[CH:5][C:6]=2[O:7][CH2:8]1, predict the reactants needed to synthesize it. The reactants are: Br[C:2]1[C:11]2[O:10][CH:9]([CH2:12][O:13][C:14]([F:17])([F:16])[F:15])[CH2:8][O:7][C:6]=2[C:5](Br)=[C:4]([C:19]([O:21][CH3:22])=[O:20])[C:3]=1Br.C([O-])=O.[NH4+]. (8) The reactants are: C(OC)(=O)C.[Cl:6][C:7]1[S:11][C:10]([S:12]([NH:15]C2C3CCC2(C(O)=O)CC2C=CC=CC=2C3)(=[O:14])=[O:13])=[CH:9][CH:8]=1.C(Cl)(=O)C(Cl)=O. Given the product [Cl:6][C:7]1[S:11][C:10]([S:12]([NH2:15])(=[O:14])=[O:13])=[CH:9][CH:8]=1, predict the reactants needed to synthesize it. (9) Given the product [CH3:20][C:12]([S:8][C:3]1[CH:4]=[CH:5][CH:6]=[CH:7][C:2]=1[CH3:1])([CH3:21])[C:13]([O:15][C:16]([CH3:19])([CH3:18])[CH3:17])=[O:14], predict the reactants needed to synthesize it. The reactants are: [CH3:1][C:2]1[CH:7]=[CH:6][CH:5]=[CH:4][C:3]=1[SH:8].[OH-].[K+].Br[C:12]([CH3:21])([CH3:20])[C:13]([O:15][C:16]([CH3:19])([CH3:18])[CH3:17])=[O:14].